From a dataset of Clinical trial toxicity outcomes and FDA approval status for drugs. Regression/Classification. Given a drug SMILES string, predict its toxicity properties. Task type varies by dataset: regression for continuous values (e.g., LD50, hERG inhibition percentage) or binary classification for toxic/non-toxic outcomes (e.g., AMES mutagenicity, cardiotoxicity, hepatotoxicity). Dataset: clintox. (1) The compound is CCCCCCCCCC(=O)N[C@@H](Cc1c[nH]c2ccccc12)C(=O)N[C@H](CC(N)=O)C(=O)N[C@@H](CC(=O)[O-])C(=O)N[C@@H]1C(=O)NCC(=O)N[C@@H](CCC[NH3+])C(=O)N[C@@H](CC(=O)[O-])C(=O)N[C@H](C)C(=O)N[C@@H](CC(=O)[O-])C(=O)NCC(=O)N[C@H](CO)C(=O)N[C@@H]([C@H](C)CC(=O)[O-])C(=O)N[C@@H](CC(=O)c2ccccc2N)C(=O)O[C@@H]1C. The result is 0 (passed clinical trial). (2) The molecule is [NH3+][C@@H](Cc1ccc(O)cc1)C(=O)[O-]. The result is 0 (passed clinical trial). (3) The drug is CC[NH+](CC)C(C)CN1c2ccccc2Sc2ccccc21. The result is 0 (passed clinical trial). (4) The molecule is COc1ccc(Cl)cc1C(=O)NCCc1ccc(S(=O)(=O)[N-]C(=O)NC2CCCCC2)cc1. The result is 0 (passed clinical trial). (5) The drug is CC/C(=C(/CC)c1ccc(O)cc1)c1ccc(O)cc1. The result is 0 (passed clinical trial). (6) The drug is Nc1nc(N)c2nc(-c3ccccc3)c(N)nc2n1. The result is 0 (passed clinical trial).